Predict which catalyst facilitates the given reaction. From a dataset of Catalyst prediction with 721,799 reactions and 888 catalyst types from USPTO. (1) Product: [NH:13]1[C:6]2[C:7](=[N:8][CH:9]=[CH:10][C:5]=2[O:4][C:3]2[CH:14]=[CH:15][C:16]([NH2:18])=[CH:17][C:2]=2[F:1])[CH:11]=[CH:12]1. The catalyst class is: 409. Reactant: [F:1][C:2]1[CH:17]=[C:16]([N+:18]([O-])=O)[CH:15]=[CH:14][C:3]=1[O:4][C:5]1[CH:10]=[CH:9][N:8]=[C:7]2[CH:11]=[CH:12][NH:13][C:6]=12. (2) Reactant: [CH3:1][O:2][CH2:3][O:4][C:5]1[CH:6]=[CH:7][C:8]([CH2:12][C:13]([CH3:16])([CH3:15])[CH3:14])=[N+:9]([O-])[CH:10]=1.C(Cl)(=O)C1C=CC=CC=1.C[Si]([C:30]#[N:31])(C)C.CCOC(C)=O.CCCCCC. Product: [CH3:1][O:2][CH2:3][O:4][C:5]1[C:10]([C:30]#[N:31])=[N:9][C:8]([CH2:12][C:13]([CH3:16])([CH3:15])[CH3:14])=[CH:7][CH:6]=1. The catalyst class is: 2. (3) Reactant: [C:1]([CH2:3][CH2:4][C:5]([NH:7][CH:8]([B:21]1[O:29][CH:28]2[C:23]([CH3:33])([CH:24]3[CH2:30][CH:26]([CH2:27]2)[C:25]3([CH3:32])[CH3:31])[O:22]1)[CH2:9][C:10]1[C:11]([O:19][CH3:20])=[C:12]([CH:16]=[CH:17][CH:18]=1)[C:13]([OH:15])=[O:14])=[O:6])#[N:2].[CH3:34][Si](C=[N+]=[N-])(C)C. Product: [CH3:34][O:14][C:13](=[O:15])[C:12]1[CH:16]=[CH:17][CH:18]=[C:10]([CH2:9][CH:8]([NH:7][C:5](=[O:6])[CH2:4][CH2:3][C:1]#[N:2])[B:21]2[O:29][CH:28]3[C:23]([CH3:33])([CH:24]4[CH2:30][CH:26]([CH2:27]3)[C:25]4([CH3:32])[CH3:31])[O:22]2)[C:11]=1[O:19][CH3:20]. The catalyst class is: 442. (4) Reactant: [CH3:1][C:2]1[S:6][C:5]2[NH:7][C:8]3[CH:9]=[CH:10][CH:11]=[CH:12][C:13]=3[N:14]=[C:15]([N:16]3[CH2:21][CH2:20][N:19]([CH3:22])[CH2:18][CH2:17]3)[C:4]=2[CH:3]=1.[C:23]([OH:31])(=[O:30])[C:24]1[CH:29]=[CH:28][CH:27]=[CH:26][CH:25]=1. Product: [CH3:1][C:2]1[S:6][C:5]2[C:4](=[C:15]([N:16]3[CH2:17][CH2:18][N:19]([CH3:22])[CH2:20][CH2:21]3)[NH:14][C:13]3[C:8]([N:7]=2)=[CH:9][CH:10]=[CH:11][CH:12]=3)[CH:3]=1.[CH:27]1[CH:28]=[CH:29][C:24]([C:23]([OH:31])=[O:30])=[CH:25][CH:26]=1. The catalyst class is: 21. (5) Reactant: [Cl:1][C:2]1[CH:7]=[CH:6][C:5]([C:8]2[N:12]([CH3:13])[CH:11]=[C:10]([C:14]([O:16]CC)=[O:15])[C:9]=2[CH3:19])=[CH:4][CH:3]=1.[OH-].[Na+].Cl. Product: [Cl:1][C:2]1[CH:7]=[CH:6][C:5]([C:8]2[N:12]([CH3:13])[CH:11]=[C:10]([C:14]([OH:16])=[O:15])[C:9]=2[CH3:19])=[CH:4][CH:3]=1. The catalyst class is: 40. (6) Reactant: O[CH2:2][C:3]1[CH:8]=[CH:7][C:6]([S:9][CH:10]2[CH2:13][N:12]([C:14]([C:16]3[O:17][C:18]([C:21]4[CH:26]=[CH:25][CH:24]=[CH:23][CH:22]=4)=[N:19][N:20]=3)=[O:15])[CH2:11]2)=[CH:5][CH:4]=1.S(Cl)([Cl:29])=O. Product: [Cl:29][CH2:2][C:3]1[CH:8]=[CH:7][C:6]([S:9][CH:10]2[CH2:13][N:12]([C:14]([C:16]3[O:17][C:18]([C:21]4[CH:26]=[CH:25][CH:24]=[CH:23][CH:22]=4)=[N:19][N:20]=3)=[O:15])[CH2:11]2)=[CH:5][CH:4]=1. The catalyst class is: 4. (7) Reactant: [C:1]([C:4]1[CH:9]=[CH:8][C:7]([OH:10])=[C:6]([O:11][CH3:12])[CH:5]=1)(=[O:3])[CH3:2].[CH2:13](Br)[C:14]1[CH:19]=[CH:18][CH:17]=[CH:16][CH:15]=1.C(=O)([O-])[O-].[K+].[K+].C(#N)C. Product: [CH3:2][C:1]([C:4]1[CH:9]=[CH:8][C:7]([O:10][CH2:13][C:14]2[CH:19]=[CH:18][CH:17]=[CH:16][CH:15]=2)=[C:6]([O:11][CH3:12])[CH:5]=1)=[O:3]. The catalyst class is: 13.